This data is from Peptide-MHC class I binding affinity with 185,985 pairs from IEDB/IMGT. The task is: Regression. Given a peptide amino acid sequence and an MHC pseudo amino acid sequence, predict their binding affinity value. This is MHC class I binding data. (1) The peptide sequence is TPGPGIRYPL. The MHC is HLA-A31:01 with pseudo-sequence HLA-A31:01. The binding affinity (normalized) is 0. (2) The peptide sequence is FLKEKGGL. The MHC is HLA-B54:01 with pseudo-sequence HLA-B54:01. The binding affinity (normalized) is 0. (3) The peptide sequence is EVWGMRWPI. The MHC is HLA-B27:05 with pseudo-sequence HLA-B27:05. The binding affinity (normalized) is 0.0847. (4) The binding affinity (normalized) is 0.880. The peptide sequence is AYISSIATTPV. The MHC is Patr-A0901 with pseudo-sequence Patr-A0901. (5) The peptide sequence is FQWPALHEE. The MHC is HLA-B15:17 with pseudo-sequence HLA-B15:17. The binding affinity (normalized) is 0.0847. (6) The peptide sequence is DEISLLLAS. The MHC is HLA-A69:01 with pseudo-sequence HLA-A69:01. The binding affinity (normalized) is 0.0847. (7) The peptide sequence is ATSTRHPSK. The MHC is HLA-A33:01 with pseudo-sequence HLA-A33:01. The binding affinity (normalized) is 0.